From a dataset of Peptide-MHC class I binding affinity with 185,985 pairs from IEDB/IMGT. Regression. Given a peptide amino acid sequence and an MHC pseudo amino acid sequence, predict their binding affinity value. This is MHC class I binding data. (1) The MHC is HLA-A33:01 with pseudo-sequence HLA-A33:01. The peptide sequence is IIKHIYEQY. The binding affinity (normalized) is 0.0170. (2) The peptide sequence is HMYRGGNGNT. The MHC is HLA-A02:01 with pseudo-sequence HLA-A02:01. The binding affinity (normalized) is 0.0879. (3) The peptide sequence is GDYSEVALN. The MHC is Mamu-B01 with pseudo-sequence Mamu-B01. The binding affinity (normalized) is 0. (4) The peptide sequence is EVVDMLSTY. The MHC is HLA-A03:01 with pseudo-sequence HLA-A03:01. The binding affinity (normalized) is 0.0847. (5) The peptide sequence is DQLVFNSISA. The MHC is HLA-A02:02 with pseudo-sequence HLA-A02:02. The binding affinity (normalized) is 0.507. (6) The peptide sequence is NRDKTEAI. The MHC is H-2-Db with pseudo-sequence H-2-Db. The binding affinity (normalized) is 0. (7) The peptide sequence is FMMVLLIPEP. The MHC is HLA-A02:06 with pseudo-sequence HLA-A02:06. The binding affinity (normalized) is 0.554.